The task is: Predict the product of the given reaction.. This data is from Forward reaction prediction with 1.9M reactions from USPTO patents (1976-2016). (1) Given the reactants [CH2:1]([O:3][C:4]([N:6]1[CH2:12][CH2:11][C:10]2[C:13]([Br:22])=[C:14]([C:16](=O)[C:17]([F:20])([F:19])[F:18])[S:15][C:9]=2[CH2:8][CH2:7]1)=[O:5])[CH3:2].[BH4-].[Na+].Cl[Sn]Cl, predict the reaction product. The product is: [CH2:1]([O:3][C:4]([N:6]1[CH2:12][CH2:11][C:10]2[C:13]([Br:22])=[C:14]([CH2:16][C:17]([F:20])([F:18])[F:19])[S:15][C:9]=2[CH2:8][CH2:7]1)=[O:5])[CH3:2]. (2) The product is: [Cl:4][CH2:5][CH2:6][CH2:7][N:8]1[C:16]2[C:11](=[CH:12][CH:13]=[CH:14][C:15]=2[O:17][CH3:18])[C:10]([C:20]([NH:19][CH2:22][C:23]2[CH:28]=[CH:27][CH:26]=[CH:25][C:24]=2[CH3:29])=[O:21])=[CH:9]1. Given the reactants [Mg+2].[I-].[I-].[Cl:4][CH2:5][CH2:6][CH2:7][N:8]1[C:16]2[C:11](=[CH:12][CH:13]=[CH:14][C:15]=2[O:17][CH3:18])[CH:10]=[CH:9]1.[N:19]([CH2:22][C:23]1[CH:28]=[CH:27][CH:26]=[CH:25][C:24]=1[CH3:29])=[C:20]=[O:21], predict the reaction product. (3) Given the reactants Cl.Cl.Cl.[NH:4]1[CH2:9][CH2:8][CH:7]([NH:10][C:11]2[CH:12]=[CH:13][C:14]3[N:15]([C:17]([C:20]4[CH:25]=[CH:24][N:23]=[CH:22][CH:21]=4)=[CH:18][N:19]=3)[N:16]=2)[CH2:6][CH2:5]1.C([O-])([O-])=O.[K+].[K+].Cl[C:33]([O:35][CH3:36])=[O:34].O, predict the reaction product. The product is: [N:23]1[CH:24]=[CH:25][C:20]([C:17]2[N:15]3[N:16]=[C:11]([NH:10][CH:7]4[CH2:8][CH2:9][N:4]([C:33]([O:35][CH3:36])=[O:34])[CH2:5][CH2:6]4)[CH:12]=[CH:13][C:14]3=[N:19][CH:18]=2)=[CH:21][CH:22]=1. (4) Given the reactants [Cl:1][C:2]1[CH:7]=[CH:6][CH:5]=[C:4]([Cl:8])[C:3]=1[NH:9][C:10]1[CH:15]=[CH:14][CH:13]=[CH:12][C:11]=1[CH2:16][C:17]([O:19][CH2:20][CH:21]1[CH2:25][O:24]C(C)(C)[O:22]1)=[O:18], predict the reaction product. The product is: [Cl:1][C:2]1[CH:7]=[CH:6][CH:5]=[C:4]([Cl:8])[C:3]=1[NH:9][C:10]1[CH:15]=[CH:14][CH:13]=[CH:12][C:11]=1[CH2:16][C:17]([O:19][CH2:20][CH:21]([OH:22])[CH2:25][OH:24])=[O:18]. (5) Given the reactants [C:1]([O:5][C:6]([N:8]([C:32]([O:34][C:35]([CH3:38])([CH3:37])[CH3:36])=[O:33])[C:9]1[C:14]([C:15]([O:17][CH3:18])=[O:16])=[C:13]([CH:19]=[CH2:20])[C:12]([C:21]2[N:22](C3CCCCO3)[N:23]=[CH:24][CH:25]=2)=[CH:11][CH:10]=1)=[O:7])([CH3:4])([CH3:3])[CH3:2].C(=O)(O)[O-].[Na+], predict the reaction product. The product is: [C:35]([O:34][C:32]([N:8]([C:6]([O:5][C:1]([CH3:4])([CH3:3])[CH3:2])=[O:7])[C:9]1[C:14]([C:15]([O:17][CH3:18])=[O:16])=[C:13]([CH:19]=[CH2:20])[C:12]([C:21]2[NH:22][N:23]=[CH:24][CH:25]=2)=[CH:11][CH:10]=1)=[O:33])([CH3:38])([CH3:36])[CH3:37]. (6) The product is: [CH3:3][C:4]1[O:8][C:7]([C:9]2[CH:14]=[CH:13][CH:12]=[CH:11][CH:10]=2)=[N:6][C:5]=1[CH2:15][CH2:16][O:17][C:18]1[N:19]=[CH:20][C:21]([CH2:22][OH:23])=[CH:24][CH:25]=1. Given the reactants [BH4-].[Na+].[CH3:3][C:4]1[O:8][C:7]([C:9]2[CH:14]=[CH:13][CH:12]=[CH:11][CH:10]=2)=[N:6][C:5]=1[CH2:15][CH2:16][O:17][C:18]1[CH:25]=[CH:24][C:21]([CH:22]=[O:23])=[CH:20][N:19]=1, predict the reaction product. (7) Given the reactants Cl[C:2]1[C:11]2[C:6](=[CH:7][CH:8]=[C:9]([O:12][CH3:13])[CH:10]=2)[N:5]=[CH:4][C:3]=1[C:14]#[N:15].C(=O)([O-])[O-].[K+].[K+].CO[CH2:24][CH2:25]OC, predict the reaction product. The product is: [CH:24]([C:2]1[C:11]2[C:6](=[CH:7][CH:8]=[C:9]([O:12][CH3:13])[CH:10]=2)[N:5]=[CH:4][C:3]=1[C:14]#[N:15])=[CH2:25]. (8) Given the reactants [C:1]([O:5][C:6]([N:8]1[CH2:12][CH2:11][CH:10]([S:13]C(=O)C)[CH2:9]1)=[O:7])([CH3:4])([CH3:3])[CH3:2].C[O-].[Na+].Cl, predict the reaction product. The product is: [C:1]([O:5][C:6]([N:8]1[CH2:12][CH2:11][CH:10]([SH:13])[CH2:9]1)=[O:7])([CH3:4])([CH3:2])[CH3:3].